From a dataset of Forward reaction prediction with 1.9M reactions from USPTO patents (1976-2016). Predict the product of the given reaction. (1) Given the reactants [Cl:1][C:2]1[CH:3]=[C:4]2[C:8](=[CH:9][CH:10]=1)[C:7](=[O:11])[N:6]([C:12]1[CH:13]=[N:14][CH:15]=[C:16]([CH2:18]Cl)[CH:17]=1)[C:5]2([CH3:21])[CH3:20].[CH3:22][N:23]1[CH:27]=[C:26](B2OC(C)(C)C(C)(C)O2)[CH:25]=[N:24]1, predict the reaction product. The product is: [Cl:1][C:2]1[CH:3]=[C:4]2[C:8](=[CH:9][CH:10]=1)[C:7](=[O:11])[N:6]([C:12]1[CH:13]=[N:14][CH:15]=[C:16]([CH2:18][C:26]3[CH:25]=[N:24][N:23]([CH3:22])[CH:27]=3)[CH:17]=1)[C:5]2([CH3:21])[CH3:20]. (2) Given the reactants [Br:1][C:2]1[CH:7]=[C:6]([CH3:8])[CH:5]=[CH:4][C:3]=1[NH:9]N.[CH3:11][N:12]1[CH2:17][CH2:16][C:15](=O)[CH2:14][CH2:13]1, predict the reaction product. The product is: [Br:1][C:2]1[C:3]2[NH:9][C:15]3[CH2:16][CH2:17][N:12]([CH3:11])[CH2:13][C:14]=3[C:4]=2[CH:5]=[C:6]([CH3:8])[CH:7]=1. (3) Given the reactants [NH2:1][C:2]1[C:7]([C:8]([O:10]C)=[O:9])=[C:6]([F:12])[C:5]([Cl:13])=[C:4]([Br:14])[CH:3]=1.O.CO.O[Li].O, predict the reaction product. The product is: [NH2:1][C:2]1[C:7]([C:8]([OH:10])=[O:9])=[C:6]([F:12])[C:5]([Cl:13])=[C:4]([Br:14])[CH:3]=1. (4) Given the reactants Cl[C:2](Cl)([O:4]C(=O)OC(Cl)(Cl)Cl)Cl.N1C=CC=CC=1.[NH2:19][C:20]1[C:25]([NH2:26])=[C:24]([O:27][C:28]2[CH:33]=[CH:32][C:31]([NH:34][C:35](=[O:40])[C:36]([F:39])([F:38])[F:37])=[C:30]([F:41])[CH:29]=2)[CH:23]=[CH:22][N:21]=1, predict the reaction product. The product is: [O:4]=[C:2]1[NH:19][C:20]2=[N:21][CH:22]=[CH:23][C:24]([O:27][C:28]3[CH:33]=[CH:32][C:31]([NH:34][C:35](=[O:40])[C:36]([F:37])([F:38])[F:39])=[C:30]([F:41])[CH:29]=3)=[C:25]2[NH:26]1. (5) The product is: [C:1]([O:5][C:6]([N:8]([CH2:19][CH2:20][C:21]1[CH:26]=[CH:25][C:24]([S:27]([C:30]2[CH:42]=[CH:41][C:33]([O:34][CH2:35][C:36]([NH2:43])=[O:38])=[CH:32][CH:31]=2)(=[O:29])=[O:28])=[CH:23][CH:22]=1)[CH2:9][C@@H:10]([C:12]1[CH:17]=[CH:16][CH:15]=[C:14]([Cl:18])[CH:13]=1)[OH:11])=[O:7])([CH3:3])([CH3:2])[CH3:4]. Given the reactants [C:1]([O:5][C:6]([N:8]([CH2:19][CH2:20][C:21]1[CH:26]=[CH:25][C:24]([S:27]([C:30]2[CH:42]=[CH:41][C:33]([O:34][CH2:35][C:36]([O:38]CC)=O)=[CH:32][CH:31]=2)(=[O:29])=[O:28])=[CH:23][CH:22]=1)[CH2:9][C@@H:10]([C:12]1[CH:17]=[CH:16][CH:15]=[C:14]([Cl:18])[CH:13]=1)[OH:11])=[O:7])([CH3:4])([CH3:3])[CH3:2].[NH3:43], predict the reaction product. (6) Given the reactants [OH:1][C:2]1[CH:28]=[CH:27][C:5]2[N:6]=[C:7]([C:9]3[N:14]=[CH:13][C:12]([O:15][CH2:16][C@@H:17]([NH:19][C:20](=[O:26])[O:21][C:22]([CH3:25])([CH3:24])[CH3:23])[CH3:18])=[CH:11][CH:10]=3)[O:8][C:4]=2[CH:3]=1.Br[CH2:30][C:31](=[O:33])[CH3:32].C(=O)([O-])[O-].[K+].[K+].CN(C=O)C, predict the reaction product. The product is: [CH3:18][C@H:17]([NH:19][C:20](=[O:26])[O:21][C:22]([CH3:23])([CH3:24])[CH3:25])[CH2:16][O:15][C:12]1[CH:13]=[N:14][C:9]([C:7]2[O:8][C:4]3[CH:3]=[C:2]([O:1][CH2:30][C:31](=[O:33])[CH3:32])[CH:28]=[CH:27][C:5]=3[N:6]=2)=[CH:10][CH:11]=1. (7) Given the reactants [CH2:1]([C:3]1[C:12]([CH3:13])=[C:11]([OH:14])[C:10]2[C:5](=[CH:6][CH:7]=[C:8]([F:16])[C:9]=2[Cl:15])[N:4]=1)[CH3:2].[H-].[Na+].C(C1C(C)=[C:29]([O:32][C:33](C2CC2)=[O:34])C2C(=CC(F)=C(F)C=2)N=1)C.C(C1C(C)=C(OC(C2CC2)=O)C2C(=CC=C(F)C=2F)N=1)C, predict the reaction product. The product is: [CH2:1]([C:3]1[C:12]([CH3:13])=[C:11]([O:14][C:33]([O:32][CH3:29])=[O:34])[C:10]2[C:5](=[CH:6][CH:7]=[C:8]([F:16])[C:9]=2[Cl:15])[N:4]=1)[CH3:2]. (8) Given the reactants [CH2:1]([NH:8][C:9]1[CH:16]=[CH:15][C:12](OC)=[CH:11][CH:10]=1)[C:2]1[CH:7]=[CH:6][CH:5]=[CH:4]C=1.[Br-].C([P+](C1C=CC=CC=1)(C1C=CC=CC=1)C1C=CC=CC=1)CCCCCC.C(C1CCCC(Br)C1=O)(OCC)=O.C(=O)(O)[O-].[Na+], predict the reaction product. The product is: [CH2:2]1[C:1]2[NH:8][C:9]3[C:10](=[CH:11][CH:12]=[CH:15][CH:16]=3)[C:4]=2[CH2:5][CH2:6][CH2:7]1. (9) Given the reactants [F:1][C:2]([F:25])([F:24])[C@H:3]1[CH2:8][CH2:7][C@H:6]([NH:9][C:10](=[O:23])[C:11]2[CH:16]=[C:15]([N+:17]([O-])=O)[C:14]([NH2:20])=[CH:13][C:12]=2[O:21][CH3:22])[CH2:5][CH2:4]1, predict the reaction product. The product is: [F:1][C:2]([F:24])([F:25])[C@H:3]1[CH2:8][CH2:7][C@H:6]([NH:9][C:10](=[O:23])[C:11]2[CH:16]=[C:15]([NH2:17])[C:14]([NH2:20])=[CH:13][C:12]=2[O:21][CH3:22])[CH2:5][CH2:4]1. (10) Given the reactants [F:1][C:2]1[CH:3]=[C:4]([C:18]2[CH:23]=[CH:22][CH:21]=[C:20]([OH:24])[CH:19]=2)[CH:5]=[CH:6][C:7]=1[NH:8][C:9]1[N:17]=[CH:16][CH:15]=[CH:14][C:10]=1[C:11]([OH:13])=[O:12].[C:25]([O-])(O)=O.[Na+].S(OC)(OC)(=O)=O, predict the reaction product. The product is: [F:1][C:2]1[CH:3]=[C:4]([C:18]2[CH:23]=[CH:22][CH:21]=[C:20]([OH:24])[CH:19]=2)[CH:5]=[CH:6][C:7]=1[NH:8][C:9]1[N:17]=[CH:16][CH:15]=[CH:14][C:10]=1[C:11]([O:13][CH3:25])=[O:12].